From a dataset of Forward reaction prediction with 1.9M reactions from USPTO patents (1976-2016). Predict the product of the given reaction. (1) Given the reactants Cl[C:2]1[C:3]2[C:4](=[CH:16][N:17](CC3C=CC(OC)=CC=3)[N:18]=2)[N:5]=[C:6]([C:8]2[CH:13]=[CH:12][C:11]([O:14][CH3:15])=[CH:10][CH:9]=2)[N:7]=1.[CH3:28][O:29][C:30]1[CH:31]=[C:32]([CH:34]=[CH:35][C:36]=1[O:37][CH3:38])[NH2:33].Cl, predict the reaction product. The product is: [CH3:28][O:29][C:30]1[CH:31]=[C:32]([NH:33][C:2]2[C:3]3[NH:18][N:17]=[CH:16][C:4]=3[N:5]=[C:6]([C:8]3[CH:9]=[CH:10][C:11]([O:14][CH3:15])=[CH:12][CH:13]=3)[N:7]=2)[CH:34]=[CH:35][C:36]=1[O:37][CH3:38]. (2) Given the reactants [C:1]([C:5]1[CH:10]=[CH:9][C:8]([N:11]2[C:15](=[O:16])[C:14]([CH3:18])([CH3:17])[N:13]([CH2:19][C:20]3[CH:25]=[CH:24][N:23]4[O:26][C:27](=S)[N:28]=[C:22]4[CH:21]=3)[C:12]2=[O:30])=[CH:7][CH:6]=1)([CH3:4])([CH3:3])[CH3:2].[CH:31]1([NH2:35])[CH2:34][CH2:33][CH2:32]1, predict the reaction product. The product is: [C:1]([C:5]1[CH:10]=[CH:9][C:8]([N:11]2[C:15](=[O:16])[C:14]([CH3:18])([CH3:17])[N:13]([CH2:19][C:20]3[CH:25]=[CH:24][N:23]=[C:22]([NH:28][C:27]([NH:35][CH:31]4[CH2:34][CH2:33][CH2:32]4)=[O:26])[CH:21]=3)[C:12]2=[O:30])=[CH:7][CH:6]=1)([CH3:4])([CH3:3])[CH3:2].